Task: Predict the reaction yield, written as a fraction of the theoretical maximum amount of product (1.0 means a 100% yield; for example, 0.34 means a 34% yield).. Dataset: Reaction yield outcomes from USPTO patents with 853,638 reactions (1) The reactants are [CH2:1]([O:4][C:5]1[CH:6]=[C:7]([CH:12]=[C:13]([O:15][C:16]2[CH:21]=[CH:20][C:19]([CH2:22][NH:23][C:24]3[CH:29]=[CH:28][CH:27]=[C:26]([N+:30]([O-:32])=[O:31])[C:25]=3[CH3:33])=[CH:18][CH:17]=2)[CH:14]=1)[C:8]([O:10][CH3:11])=[O:9])[CH:2]=[CH2:3].Br[CH2:35][C:36]1[CH:43]=[CH:42][C:39]([C:40]#[N:41])=[CH:38][CH:37]=1. No catalyst specified. The product is [CH2:1]([O:4][C:5]1[CH:6]=[C:7]([CH:12]=[C:13]([O:15][C:16]2[CH:17]=[CH:18][C:19]([CH2:22][N:23]([CH2:35][C:36]3[CH:43]=[CH:42][C:39]([C:40]#[N:41])=[CH:38][CH:37]=3)[C:24]3[CH:29]=[CH:28][CH:27]=[C:26]([N+:30]([O-:32])=[O:31])[C:25]=3[CH3:33])=[CH:20][CH:21]=2)[CH:14]=1)[C:8]([O:10][CH3:11])=[O:9])[CH:2]=[CH2:3]. The yield is 0.970. (2) The reactants are [Cl:1][C:2]1[C:10]([CH3:11])=[N:9][C:8]2[N:4]([N:5]=[C:6]3[CH2:14][N:13]([C:15]([C:17]4[CH:22]=[CH:21][CH:20]=[CH:19][C:18]=4[O:23][CH2:24][CH2:25][NH:26][CH3:27])=[O:16])[CH2:12][C:7]3=2)[C:3]=1[CH3:28].[C:29]([Si:33]([CH3:39])([CH3:38])[O:34][CH2:35][CH:36]=O)([CH3:32])([CH3:31])[CH3:30].C(O[BH-](OC(=O)C)OC(=O)C)(=O)C.[Na+]. The catalyst is ClCCCl. The product is [C:29]([Si:33]([CH3:38])([CH3:39])[O:34][CH2:35][CH2:36][N:26]([CH3:27])[CH2:25][CH2:24][O:23][C:18]1[CH:19]=[CH:20][CH:21]=[CH:22][C:17]=1[C:15]([N:13]1[CH2:12][C:7]2=[C:8]3[N:4]([N:5]=[C:6]2[CH2:14]1)[C:3]([CH3:28])=[C:2]([Cl:1])[C:10]([CH3:11])=[N:9]3)=[O:16])([CH3:30])([CH3:31])[CH3:32]. The yield is 0.320. (3) The reactants are [H-].[Na+].[CH2:3]([OH:10])[C:4]1[CH:9]=[CH:8][CH:7]=[CH:6][CH:5]=1.Cl[C:12]1[CH:17]=[CH:16][C:15]([N+:18]([O-:20])=[O:19])=[CH:14][C:13]=1[C:21]([F:24])([F:23])[F:22].C(O)(=O)C. The catalyst is CC(N(C)C)=O.ClCCl. The product is [CH2:3]([O:10][C:12]1[CH:17]=[CH:16][C:15]([N+:18]([O-:20])=[O:19])=[CH:14][C:13]=1[C:21]([F:22])([F:23])[F:24])[C:4]1[CH:9]=[CH:8][CH:7]=[CH:6][CH:5]=1. The yield is 0.490. (4) The reactants are [CH2:1]([N:8]1[CH2:14][CH2:13][CH:12]([CH2:15][C:16]2[CH:21]=[CH:20][C:19]([F:22])=[CH:18][CH:17]=2)[O:11][CH2:10][C:9]1=O)[C:2]1[CH:7]=[CH:6][CH:5]=[CH:4][CH:3]=1.[H-].[H-].[H-].[H-].[Li+].[Al+3]. The catalyst is C1COCC1. The product is [CH2:1]([N:8]1[CH2:14][CH2:13][CH:12]([CH2:15][C:16]2[CH:17]=[CH:18][C:19]([F:22])=[CH:20][CH:21]=2)[O:11][CH2:10][CH2:9]1)[C:2]1[CH:3]=[CH:4][CH:5]=[CH:6][CH:7]=1. The yield is 0.500. (5) The reactants are [CH:1]1[CH:2]=[C:3]([CH2:6][NH:7][C:8]2[C:13]([C:14]([OH:16])=[O:15])=[CH:12][C:11]([S:17]([NH2:20])(=[O:19])=[O:18])=[C:10]([Cl:21])[CH:9]=2)[O:4][CH:5]=1.[CH2:22](O)[CH2:23][OH:24].CN(C=O)C.CCN=C=NCCCN(C)C. The catalyst is C(Cl)Cl.CN(C=O)C.CN(C1C=CN=CC=1)C. The product is [Cl:21][C:10]1[C:11]([S:17](=[O:19])(=[O:18])[NH2:20])=[CH:12][C:13]([C:14]([O:16][CH2:22][CH2:23][OH:24])=[O:15])=[C:8]([NH:7][CH2:6][C:3]2[O:4][CH:5]=[CH:1][CH:2]=2)[CH:9]=1. The yield is 0.240. (6) The reactants are C([N:8](CC1C=CC=CC=1)[C@@H:9]([CH2:13][C:14]1[CH:19]=[CH:18][C:17]([C:20]([F:23])([F:22])[F:21])=[CH:16][CH:15]=1)[C@H:10]([OH:12])[CH3:11])C1C=CC=CC=1.CC1C=C2N=C3C(=NC(NC3=O)=O)N(C[C@H](O)[C@H](O)[C@H](O)CO)C2=CC=1C.[H][H].[C:71]([O:70][C:68](O[C:68]([O:70][C:71]([CH3:74])([CH3:73])[CH3:72])=[O:69])=[O:69])([CH3:74])([CH3:73])[CH3:72]. The catalyst is CN(C1C=CN=CC=1)C.[OH-].[Pd+2].[OH-].[Pd].CO. The product is [OH:12][C@H:10]([CH3:11])[C@@H:9]([NH:8][C:68](=[O:69])[O:70][C:71]([CH3:72])([CH3:73])[CH3:74])[CH2:13][C:14]1[CH:15]=[CH:16][C:17]([C:20]([F:21])([F:22])[F:23])=[CH:18][CH:19]=1. The yield is 0.770.